Dataset: Catalyst prediction with 721,799 reactions and 888 catalyst types from USPTO. Task: Predict which catalyst facilitates the given reaction. (1) Reactant: O=P(Cl)(Cl)[Cl:3].[CH3:6][S:7][C:8]1[N:13]=[CH:12][N:11]=[C:10]([C:14]2[C:15](O)=[N:16][CH:17]=[N:18][CH:19]=2)[CH:9]=1.C(N(CC)CC)C. Product: [Cl:3][C:15]1[C:14]([C:10]2[CH:9]=[C:8]([S:7][CH3:6])[N:13]=[CH:12][N:11]=2)=[CH:19][N:18]=[CH:17][N:16]=1. The catalyst class is: 10. (2) Reactant: [Br:1][C:2]1[S:3][CH:4]=[C:5]([C:7]([OH:9])=O)[N:6]=1.[CH3:10][CH:11]1[CH2:16][CH2:15][CH2:14][CH:13]([CH3:17])[NH:12]1.CN(C(ON1N=NC2C=CC=NC1=2)=[N+](C)C)C.F[P-](F)(F)(F)(F)F.CCN(C(C)C)C(C)C. Product: [Br:1][C:2]1[S:3][CH:4]=[C:5]([C:7]([N:12]2[CH:13]([CH3:17])[CH2:14][CH2:15][CH2:16][CH:11]2[CH3:10])=[O:9])[N:6]=1. The catalyst class is: 39. (3) Reactant: Cl.[NH2:2][CH2:3][CH2:4][C:5]([O:7][CH3:8])=[O:6].F[C:10]1[CH:15]=[CH:14][CH:13]=[CH:12][C:11]=1[N+:16]([O-:18])=[O:17].C([O-])([O-])=O.[K+].[K+].O. Product: [N+:16]([C:11]1[CH:12]=[CH:13][CH:14]=[CH:15][C:10]=1[NH:2][CH2:3][CH2:4][C:5]([O:7][CH3:8])=[O:6])([O-:18])=[O:17]. The catalyst class is: 56. (4) Reactant: Cl[C:2]1[N:3]=[N:4][C:5]([CH3:11])=[CH:6][C:7]=1[C:8]([OH:10])=[O:9].[OH-].[Na+]. Product: [CH3:11][C:5]1[N:4]=[N:3][CH:2]=[C:7]([C:8]([OH:10])=[O:9])[CH:6]=1. The catalyst class is: 19. (5) Reactant: [C:1]([C:5]1[CH:6]=[C:7]([CH:10]=[C:11]([C:13]([CH3:16])([CH3:15])[CH3:14])[CH:12]=1)[CH:8]=O)([CH3:4])([CH3:3])[CH3:2].[C:17]([OH:23])(=[O:22])[CH2:18]C(O)=O.C([O-])(=O)C.[NH4+:28]. Product: [NH2:28][CH:8]([C:7]1[CH:6]=[C:5]([C:1]([CH3:4])([CH3:3])[CH3:2])[CH:12]=[C:11]([C:13]([CH3:16])([CH3:15])[CH3:14])[CH:10]=1)[CH2:18][C:17]([OH:23])=[O:22]. The catalyst class is: 32.